Dataset: Full USPTO retrosynthesis dataset with 1.9M reactions from patents (1976-2016). Task: Predict the reactants needed to synthesize the given product. (1) Given the product [ClH:17].[NH2:16][CH:15]1[CH:11]2[O:10][CH2:9][CH:8]([OH:7])[CH:12]2[O:13][CH2:14]1, predict the reactants needed to synthesize it. The reactants are: O1CCCCC1[O:7][CH:8]1[CH:12]2[O:13][CH2:14][CH:15]([NH2:16])[CH:11]2[O:10][CH2:9]1.[ClH:17]. (2) Given the product [N+:1]([C:4]1[CH:5]=[N:6][N:7]([CH:18]2[CH2:17][O:16][CH:15]([C:9]3[CH:10]=[CH:11][CH:12]=[CH:13][CH:14]=3)[O:20][CH2:19]2)[CH:8]=1)([O-:3])=[O:2], predict the reactants needed to synthesize it. The reactants are: [N+:1]([C:4]1[CH:5]=[N:6][NH:7][CH:8]=1)([O-:3])=[O:2].[C:9]1([CH:15]2[O:20][CH2:19][CH:18](O)[CH2:17][O:16]2)[CH:14]=[CH:13][CH:12]=[CH:11][CH:10]=1.C1(P(C2C=CC=CC=2)C2C=CC=CC=2)C=CC=CC=1.N(C(OC(C)C)=O)=NC(OC(C)C)=O. (3) Given the product [CH2:2]([C:20]1[CH:25]=[N:24][CH:23]=[CH:22][N:21]=1)[CH2:3][CH:4]=[CH2:5], predict the reactants needed to synthesize it. The reactants are: [Li][CH2:2][CH2:3][CH2:4][CH3:5].CC([O-])(C)C.[K+].C(NC(C)C)(C)C.C[C:20]1[CH:25]=[N:24][CH:23]=[CH:22][N:21]=1.C(Br)C=C. (4) Given the product [F:1][C:2]1[CH:10]=[C:9]2[C:5]([C:6]([CH:11]=[O:12])=[CH:7][N:8]2[S:37]([C:27]2[CH:28]=[CH:29][C:30]([O:31][CH2:32][C:33]([F:34])([F:35])[F:36])=[C:25]([N:22]3[CH2:23][CH2:24][N:19]([C:17](=[O:18])[C:16]([Cl:42])([Cl:15])[Cl:41])[CH2:20][CH2:21]3)[CH:26]=2)(=[O:38])=[O:39])=[CH:4][CH:3]=1, predict the reactants needed to synthesize it. The reactants are: [F:1][C:2]1[CH:10]=[C:9]2[C:5]([C:6]([CH:11]=[O:12])=[CH:7][NH:8]2)=[CH:4][CH:3]=1.[H-].[Na+].[Cl:15][C:16]([Cl:42])([Cl:41])[C:17]([N:19]1[CH2:24][CH2:23][N:22]([C:25]2[CH:26]=[C:27]([S:37](Cl)(=[O:39])=[O:38])[CH:28]=[CH:29][C:30]=2[O:31][CH2:32][C:33]([F:36])([F:35])[F:34])[CH2:21][CH2:20]1)=[O:18]. (5) Given the product [NH2:78][C:63]1[C:62]([C:59]2[CH:58]=[CH:57][C:56]([NH:55][C:25]([C:14]3[C:15](=[O:24])[C:16]([C:18]4[CH:19]=[CH:20][CH:21]=[CH:22][CH:23]=4)=[CH:17][N:12]([CH2:10][CH3:11])[CH:13]=3)=[O:27])=[CH:61][CH:60]=2)=[CH:67][C:66]([C:68]2[CH:73]=[CH:72][C:71]([O:74][CH3:75])=[C:70]([O:76][CH3:77])[CH:69]=2)=[CH:65][N:64]=1, predict the reactants needed to synthesize it. The reactants are: CCN(C(C)C)C(C)C.[CH2:10]([N:12]1[CH:17]=[C:16]([C:18]2[CH:23]=[CH:22][CH:21]=[CH:20][CH:19]=2)[C:15](=[O:24])[C:14]([C:25]([OH:27])=O)=[CH:13]1)[CH3:11].CCOC(C(C#N)=NOC(N1CCOCC1)=[N+](C)C)=O.F[P-](F)(F)(F)(F)F.[NH2:55][C:56]1[CH:61]=[CH:60][C:59]([C:62]2[C:63]([NH2:78])=[N:64][CH:65]=[C:66]([C:68]3[CH:73]=[CH:72][C:71]([O:74][CH3:75])=[C:70]([O:76][CH3:77])[CH:69]=3)[CH:67]=2)=[CH:58][CH:57]=1.